Dataset: Peptide-MHC class I binding affinity with 185,985 pairs from IEDB/IMGT. Task: Regression. Given a peptide amino acid sequence and an MHC pseudo amino acid sequence, predict their binding affinity value. This is MHC class I binding data. (1) The peptide sequence is KVGVYKMHK. The MHC is HLA-B07:02 with pseudo-sequence HLA-B07:02. The binding affinity (normalized) is 0.0847. (2) The peptide sequence is ELIFQVWQRSW. The MHC is Mamu-B52 with pseudo-sequence Mamu-B52. The binding affinity (normalized) is 0.487.